Dataset: Catalyst prediction with 721,799 reactions and 888 catalyst types from USPTO. Task: Predict which catalyst facilitates the given reaction. (1) The catalyst class is: 1. Reactant: [O:1]1[C:5]2[CH:6]=[CH:7][CH:8]=[CH:9][C:4]=2[N:3]=[C:2]1/[CH:10]=C/N(C)C.O.CC[O:18]C(C)=O. Product: [O:1]1[C:5]2[CH:6]=[CH:7][CH:8]=[CH:9][C:4]=2[N:3]=[C:2]1[CH:10]=[O:18]. (2) Reactant: [CH3:1][O:2][C:3](=[O:26])/[CH:4]=[CH:5]/[C:6]1[CH:11]=[CH:10][C:9]([CH2:12][NH:13][CH2:14][CH2:15][C:16]2[C:24]3[C:19](=[CH:20][CH:21]=[CH:22][CH:23]=3)[NH:18][C:17]=2[CH3:25])=[CH:8][CH:7]=1.[ClH:27].O1CCOCC1.CCOCC. Product: [ClH:27].[CH3:1][O:2][C:3](=[O:26])/[CH:4]=[CH:5]/[C:6]1[CH:11]=[CH:10][C:9]([CH2:12][NH:13][CH2:14][CH2:15][C:16]2[C:24]3[C:19](=[CH:20][CH:21]=[CH:22][CH:23]=3)[NH:18][C:17]=2[CH3:25])=[CH:8][CH:7]=1. The catalyst class is: 5.